Dataset: Full USPTO retrosynthesis dataset with 1.9M reactions from patents (1976-2016). Task: Predict the reactants needed to synthesize the given product. (1) Given the product [Br:1][C:2]1[CH:11]=[C:10]2[C:5]([CH2:6][CH2:7][C:8]3([CH2:15][CH2:14][C:13](=[O:17])[CH2:20][CH2:19]3)[C:9]2=[O:12])=[CH:4][CH:3]=1, predict the reactants needed to synthesize it. The reactants are: [Br:1][C:2]1[CH:11]=[C:10]2[C:5]([CH2:6][CH2:7][CH2:8][C:9]2=[O:12])=[CH:4][CH:3]=1.[C:13]([O:17]C)(=O)[CH:14]=[CH2:15].[CH3:19][C:20](C)([O-])C.[K+].[OH-].[K+]. (2) Given the product [NH2:10][CH2:9][C@@H:8]([NH:18][C:19]1[C:22](=[O:23])[C:21](=[O:24])[C:20]=1[N:25]1[CH2:30][CH2:29][CH2:28][CH:27]([CH:31]([C:38]2[CH:43]=[CH:42][CH:41]=[CH:40][C:39]=2[F:44])[O:32][CH2:33][CH2:34][CH2:35][O:36][CH3:37])[CH2:26]1)[CH2:7][CH:1]1[CH2:2][CH2:3][CH2:4][CH2:5][CH2:6]1, predict the reactants needed to synthesize it. The reactants are: [CH:1]1([CH2:7][C@H:8]([NH:18][C:19]2[C:22](=[O:23])[C:21](=[O:24])[C:20]=2[N:25]2[CH2:30][CH2:29][CH2:28][CH:27]([CH:31]([C:38]3[CH:43]=[CH:42][CH:41]=[CH:40][C:39]=3[F:44])[O:32][CH2:33][CH2:34][CH2:35][O:36][CH3:37])[CH2:26]2)[CH2:9][NH:10]C(=O)OC(C)(C)C)[CH2:6][CH2:5][CH2:4][CH2:3][CH2:2]1.C(O)(C(F)(F)F)=O. (3) Given the product [C:1]([O:43][CH:27]1[C:26]2[C:30](=[CH:31][CH:32]=[C:24]([Cl:23])[CH:25]=2)[N:29]([CH2:33][CH2:34][CH2:35][N:36]2[CH2:37][CH2:38][O:39][CH2:40][CH2:41]2)[C:28]1=[O:42])(=[O:8])[C:2]1[CH:7]=[CH:6][CH:5]=[CH:4][CH:3]=1, predict the reactants needed to synthesize it. The reactants are: [C:1](OC1C2C(=CC=CC=2)N(CCC)C1=O)(=[O:8])[C:2]1[CH:7]=[CH:6][CH:5]=[CH:4][CH:3]=1.[Cl:23][C:24]1[CH:25]=[C:26]2[C:30](=[CH:31][CH:32]=1)[N:29]([CH2:33][CH2:34][CH2:35][N:36]1[CH2:41][CH2:40][O:39][CH2:38][CH2:37]1)[C:28](=[O:42])[C:27]2=[O:43]. (4) Given the product [Br-:11].[OH:10][C:4]1[CH:5]=[CH:6][C:7]([I:9])=[CH:8][C:3]=1[CH2:2][P+:18]([C:19]1[CH:20]=[CH:21][CH:22]=[CH:23][CH:24]=1)([C:25]1[CH:30]=[CH:29][CH:28]=[CH:27][CH:26]=1)[C:12]1[CH:13]=[CH:14][CH:15]=[CH:16][CH:17]=1, predict the reactants needed to synthesize it. The reactants are: O[CH2:2][C:3]1[CH:8]=[C:7]([I:9])[CH:6]=[CH:5][C:4]=1[OH:10].[BrH:11].[C:12]1([P:18]([C:25]2[CH:30]=[CH:29][CH:28]=[CH:27][CH:26]=2)[C:19]2[CH:24]=[CH:23][CH:22]=[CH:21][CH:20]=2)[CH:17]=[CH:16][CH:15]=[CH:14][CH:13]=1. (5) Given the product [CH3:35][C:1]1[CH:6]=[CH:5][CH:4]=[C:3]([CH3:36])[C:2]=1[N:7]1[C:45]([CH3:46])=[CH:44][S:9]/[C:8]/1=[N:10]/[N:11]=[CH:12]\[C:13]1[CH:14]=[CH:15][C:16]([C:19]2[N:23]=[CH:22][N:21]([C:24]3[CH:29]=[CH:28][C:27]([O:30][C:31]([F:32])([F:33])[F:34])=[CH:26][CH:25]=3)[N:20]=2)=[CH:17][CH:18]=1, predict the reactants needed to synthesize it. The reactants are: [C:1]1([CH3:35])[CH:6]=[CH:5][CH:4]=[CH:3][C:2]=1[NH:7][C:8]([NH:10]/[N:11]=[CH:12]/[C:13]1[CH:18]=[CH:17][C:16]([C:19]2[N:23]=[CH:22][N:21]([C:24]3[CH:29]=[CH:28][C:27]([O:30][C:31]([F:34])([F:33])[F:32])=[CH:26][CH:25]=3)[N:20]=2)=[CH:15][CH:14]=1)=[S:9].[CH2:36](N(CC)CC)C.Cl[CH2:44][C:45](=O)[CH3:46].O. (6) Given the product [CH3:27][C:23]1([CH3:28])[CH2:22][CH2:21][C:20]([CH3:29])([CH3:30])[C:19]2[CH:18]=[C:17]([C:14]3[O:13][C:12]([CH2:11][CH2:10][C:7]4[CH:6]=[CH:5][C:4]([NH2:1])=[CH:9][CH:8]=4)=[N:16][N:15]=3)[CH:26]=[CH:25][C:24]1=2, predict the reactants needed to synthesize it. The reactants are: [N+:1]([C:4]1[CH:9]=[CH:8][C:7]([CH2:10][CH2:11][C:12]2[O:13][C:14]([C:17]3[CH:26]=[CH:25][C:24]4[C:23]([CH3:28])([CH3:27])[CH2:22][CH2:21][C:20]([CH3:30])([CH3:29])[C:19]=4[CH:18]=3)=[N:15][N:16]=2)=[CH:6][CH:5]=1)([O-])=O. (7) The reactants are: [C:23]1(P([C:23]2[CH:28]=[CH:27][CH:26]=[CH:25][CH:24]=2)CCP([C:23]2[CH:28]=[CH:27][CH:26]=[CH:25][CH:24]=2)[C:23]2[CH:28]=[CH:27][CH:26]=[CH:25][CH:24]=2)[CH:28]=[CH:27][CH:26]=[CH:25][CH:24]=1.[CH:29](=[O:36])[C:30]1C=CC=C[CH:31]=1.C([Si](OC)(OC)OC)=C.[F-].C([N+](CCCC)(CCCC)CCCC)CCC. Given the product [C:23]1([CH:29]([OH:36])[CH:30]=[CH2:31])[CH:24]=[CH:25][CH:26]=[CH:27][CH:28]=1, predict the reactants needed to synthesize it.